From a dataset of Forward reaction prediction with 1.9M reactions from USPTO patents (1976-2016). Predict the product of the given reaction. (1) Given the reactants CC1C=CC(S([O:11][C@H:12]2[CH2:15][C@@H:14]([C:16]([N:18]3[CH2:24][CH2:23][CH2:22][N:21]([CH:25]4[CH2:28][CH2:27][CH2:26]4)[CH2:20][CH2:19]3)=[O:17])[CH2:13]2)(=O)=O)=CC=1.[C:29]([O-])(=[O:31])[CH3:30].[K+], predict the reaction product. The product is: [C:29]([O:11][C@H:12]1[CH2:13][C@H:14]([C:16]([N:18]2[CH2:24][CH2:23][CH2:22][N:21]([CH:25]3[CH2:26][CH2:27][CH2:28]3)[CH2:20][CH2:19]2)=[O:17])[CH2:15]1)(=[O:31])[CH3:30]. (2) Given the reactants [F:1][C:2]([F:33])([F:32])[C:3]1[CH:8]=[CH:7][C:6]([N:9]2[CH2:14][CH2:13][CH:12]([O:15][C:16]3[CH:17]=[C:18]4[C:22](=[CH:23][CH:24]=3)[CH:21]([NH:25][CH:26]3[CH2:31][CH2:30][NH:29][CH2:28][CH2:27]3)[CH2:20][CH2:19]4)[CH2:11][CH2:10]2)=[CH:5][CH:4]=1.Br[CH2:35][C:36]1[CH:41]=[CH:40][C:39]([F:42])=[CH:38][CH:37]=1.C(N(CC)C(C)C)(C)C, predict the reaction product. The product is: [F:42][C:39]1[CH:40]=[CH:41][C:36]([CH2:35][N:29]2[CH2:30][CH2:31][CH:26]([NH:25][CH:21]3[C:22]4[C:18](=[CH:17][C:16]([O:15][CH:12]5[CH2:13][CH2:14][N:9]([C:6]6[CH:7]=[CH:8][C:3]([C:2]([F:1])([F:32])[F:33])=[CH:4][CH:5]=6)[CH2:10][CH2:11]5)=[CH:24][CH:23]=4)[CH2:19][CH2:20]3)[CH2:27][CH2:28]2)=[CH:37][CH:38]=1. (3) Given the reactants CO[C:3]1[CH:19]=[C:18]2[C:10]([O:11][C:12](=[O:20])[C:13]3[CH:14]=[CH:15][O:16][C:17]=32)=[C:9]2[C:4]=1[CH:5]=[CH:6][CH:7]=[CH:8]2.[CH:21]1C2C(=CC=C3C=2OC(=O)C2C=COC3=2)C=CC=1.OC1C2C(=O)OC3C(=CC(OC)=C4C=3C=CC=C4)C=2OC1, predict the reaction product. The product is: [CH3:21][C:14]1[C:13]2[C:12](=[O:20])[O:11][C:10]3[C:18](=[CH:19][CH:3]=[C:4]4[C:9]=3[CH:8]=[CH:7][CH:6]=[CH:5]4)[C:17]=2[O:16][CH:15]=1. (4) Given the reactants [CH3:1][C:2]([O:41][CH2:42][C@@H:43]1[CH2:45][O:44]1)([CH3:40])[CH2:3][N:4]1[CH:8]=[CH:7][C:6]([NH:9][C:10]([CH:12]2[CH:16]([C:17]3[CH:22]=[CH:21][CH:20]=[C:19]([Cl:23])[C:18]=3[F:24])[C:15]([C:27]3[CH:32]=[CH:31][C:30]([Cl:33])=[CH:29][C:28]=3[F:34])([C:25]#[N:26])[CH:14]([CH2:35][C:36]([CH3:39])([CH3:38])[CH3:37])[NH:13]2)=[O:11])=[N:5]1.O.CC(C)=[O:49].Cl(O)(=O)(=O)=O, predict the reaction product. The product is: [OH:49][C@@H:43]([CH2:45][OH:44])[CH2:42][O:41][C:2]([CH3:40])([CH3:1])[CH2:3][N:4]1[CH:8]=[CH:7][C:6]([NH:9][C:10]([CH:12]2[CH:16]([C:17]3[CH:22]=[CH:21][CH:20]=[C:19]([Cl:23])[C:18]=3[F:24])[C:15]([C:27]3[CH:32]=[CH:31][C:30]([Cl:33])=[CH:29][C:28]=3[F:34])([C:25]#[N:26])[CH:14]([CH2:35][C:36]([CH3:39])([CH3:37])[CH3:38])[NH:13]2)=[O:11])=[N:5]1. (5) Given the reactants [C:1]([O:5][C:6]([N:8]([CH2:21][CH:22]1[CH2:24][CH2:23]1)[C@@H:9]1[CH2:11][C@H:10]1[C:12]1[S:16][CH:15]=[C:14]([C:17]([O:19]C)=[O:18])[CH:13]=1)=[O:7])([CH3:4])([CH3:3])[CH3:2].[OH-].[Na+].Cl, predict the reaction product. The product is: [C:1]([O:5][C:6]([N:8]([CH2:21][CH:22]1[CH2:23][CH2:24]1)[C@@H:9]1[CH2:11][C@H:10]1[C:12]1[S:16][CH:15]=[C:14]([C:17]([OH:19])=[O:18])[CH:13]=1)=[O:7])([CH3:4])([CH3:2])[CH3:3]. (6) Given the reactants [Cl:1][C:2]1[N:7]=[N:6][C:5]([NH2:8])=[CH:4][CH:3]=1.Cl[CH:10]([C:14]1[CH:21]=[CH:20][C:17]([C:18]#[N:19])=[CH:16][CH:15]=1)[C:11](=O)[CH3:12].C([O-])(O)=O.[Na+], predict the reaction product. The product is: [Cl:1][C:2]1[CH:3]=[CH:4][C:5]2[N:6]([C:10]([C:14]3[CH:15]=[CH:16][C:17]([C:18]#[N:19])=[CH:20][CH:21]=3)=[C:11]([CH3:12])[N:8]=2)[N:7]=1. (7) Given the reactants [F:1][C:2]1[CH:7]=[CH:6][CH:5]=[C:4]([F:8])[C:3]=1[C:9]1[NH:13][C:12]([C:14]2[N:19]=[C:18]3[N:20]([C@H:24]([CH3:29])[C:25]([CH3:28])([CH3:27])[CH3:26])[C:21]([NH2:23])=[N:22][C:17]3=[CH:16][CH:15]=2)=[C:11]([C:30]2[CH:35]=[CH:34][C:33]([F:36])=[CH:32][CH:31]=2)[N:10]=1.[CH3:37][S:38]([OH:41])(=[O:40])=[O:39], predict the reaction product. The product is: [CH3:37][S:38]([OH:41])(=[O:40])=[O:39].[F:1][C:2]1[CH:7]=[CH:6][CH:5]=[C:4]([F:8])[C:3]=1[C:9]1[NH:13][C:12]([C:14]2[N:19]=[C:18]3[N:20]([C@H:24]([CH3:29])[C:25]([CH3:28])([CH3:27])[CH3:26])[C:21]([NH2:23])=[N:22][C:17]3=[CH:16][CH:15]=2)=[C:11]([C:30]2[CH:31]=[CH:32][C:33]([F:36])=[CH:34][CH:35]=2)[N:10]=1.